Dataset: hERG potassium channel inhibition data for cardiac toxicity prediction from Karim et al.. Task: Regression/Classification. Given a drug SMILES string, predict its toxicity properties. Task type varies by dataset: regression for continuous values (e.g., LD50, hERG inhibition percentage) or binary classification for toxic/non-toxic outcomes (e.g., AMES mutagenicity, cardiotoxicity, hepatotoxicity). Dataset: herg_karim. The compound is Cc1c[nH]c2c(Nc3nc(N[C@@H]4CCCC[C@@H]4N)cc4nc[nH]c(=O)c34)cccc12. The result is 0 (non-blocker).